Dataset: Full USPTO retrosynthesis dataset with 1.9M reactions from patents (1976-2016). Task: Predict the reactants needed to synthesize the given product. (1) Given the product [Cl:30][C:31]1[CH:36]=[C:35]([C:2]2[CH:3]=[C:4]3[C:9](=[CH:10][CH:11]=2)[N:8]=[CH:7][C:6]([C:12]([CH:14]2[CH2:15][CH2:16]2)=[O:13])=[C:5]3[NH:17][C@H:18]2[CH2:23][CH2:22][C@H:21]([CH2:24][N:25]3[CH2:29][CH2:28][CH2:27][CH2:26]3)[CH2:20][CH2:19]2)[CH:34]=[C:33]([F:46])[C:32]=1[OH:47], predict the reactants needed to synthesize it. The reactants are: Br[C:2]1[CH:3]=[C:4]2[C:9](=[CH:10][CH:11]=1)[N:8]=[CH:7][C:6]([C:12]([CH:14]1[CH2:16][CH2:15]1)=[O:13])=[C:5]2[NH:17][C@H:18]1[CH2:23][CH2:22][C@H:21]([CH2:24][N:25]2[CH2:29][CH2:28][CH2:27][CH2:26]2)[CH2:20][CH2:19]1.[Cl:30][C:31]1[CH:36]=[C:35](B2OC(C)(C)C(C)(C)O2)[CH:34]=[C:33]([F:46])[C:32]=1[OH:47]. (2) Given the product [NH2:32][C:33]1[N:38]=[CH:37][C:36]([C:2]2[N:3]=[C:4]([N:26]3[CH2:27][CH2:28][O:29][CH2:30][CH2:31]3)[C:5]3[S:10][C:9]([CH2:11][N:12]4[CH2:17][CH2:16][C:15]([C:19]5[CH:24]=[CH:23][C:22]([Cl:25])=[CH:21][CH:20]=5)([OH:18])[CH2:14][CH2:13]4)=[CH:8][C:6]=3[N:7]=2)=[CH:35][N:34]=1, predict the reactants needed to synthesize it. The reactants are: Cl[C:2]1[N:3]=[C:4]([N:26]2[CH2:31][CH2:30][O:29][CH2:28][CH2:27]2)[C:5]2[S:10][C:9]([CH2:11][N:12]3[CH2:17][CH2:16][C:15]([C:19]4[CH:24]=[CH:23][C:22]([Cl:25])=[CH:21][CH:20]=4)([OH:18])[CH2:14][CH2:13]3)=[CH:8][C:6]=2[N:7]=1.[NH2:32][C:33]1[N:38]=[CH:37][C:36](B2OC(C)(C)C(C)(C)O2)=[CH:35][N:34]=1. (3) Given the product [CH3:2][C:3]1[C:11]([C:12]2[CH:13]=[N:14][N:15]([CH3:17])[CH:16]=2)=[CH:10][CH:9]=[C:8]2[C:4]=1[CH2:5][CH2:6][N:7]2[C:18]([O:20][C:21]([CH3:24])([CH3:23])[CH3:22])=[O:19], predict the reactants needed to synthesize it. The reactants are: O[CH2:2][C:3]1[C:11]([C:12]2[CH:13]=[N:14][N:15]([CH3:17])[CH:16]=2)=[CH:10][CH:9]=[C:8]2[C:4]=1[CH2:5][CH2:6][N:7]2[C:18]([O:20][C:21]([CH3:24])([CH3:23])[CH3:22])=[O:19]. (4) Given the product [CH2:1]([O:8][C:9]1[N:10]=[CH:11][C:12]([C:21]([C:20]2[CH:27]=[CH:28][C:17]([Br:16])=[CH:18][CH:19]=2)=[O:22])=[CH:13][CH:14]=1)[C:2]1[CH:7]=[CH:6][CH:5]=[CH:4][CH:3]=1, predict the reactants needed to synthesize it. The reactants are: [CH2:1]([O:8][C:9]1[CH:14]=[CH:13][C:12](Br)=[CH:11][N:10]=1)[C:2]1[CH:7]=[CH:6][CH:5]=[CH:4][CH:3]=1.[Br:16][C:17]1[CH:28]=[CH:27][C:20]([C:21](N(OC)C)=[O:22])=[CH:19][CH:18]=1. (5) Given the product [Br:20][C:11]1[CH:12]=[CH:13][C:5]([O:4][CH2:3][C:2]([F:14])([F:15])[F:1])=[C:6]([CH:10]=1)[C:7]([OH:9])=[O:8], predict the reactants needed to synthesize it. The reactants are: [F:1][C:2]([F:15])([F:14])[CH2:3][O:4][C:5]1[CH:13]=[CH:12][CH:11]=[CH:10][C:6]=1[C:7]([OH:9])=[O:8].[Al+3].[Cl-].[Cl-].[Cl-].[Br:20]Br. (6) Given the product [F:10][C:9]([F:11])([F:12])[C:7]1[CH:6]=[C:5]([C@H:13]2[O:17][C:16](=[O:18])[N:15]([CH2:19][C:20]3[CH:25]=[C:24]([F:26])[CH:23]=[CH:22][C:21]=3[C:34]3[CH:33]=[C:32]([Br:31])[CH:37]=[CH:36][C:35]=3[O:41][CH3:42])[C@H:14]2[CH3:28])[CH:4]=[C:3]([C:2]([F:29])([F:30])[F:1])[CH:8]=1, predict the reactants needed to synthesize it. The reactants are: [F:1][C:2]([F:30])([F:29])[C:3]1[CH:4]=[C:5]([C@H:13]2[O:17][C:16](=[O:18])[N:15]([CH2:19][C:20]3[CH:25]=[C:24]([F:26])[CH:23]=[CH:22][C:21]=3Br)[C@H:14]2[CH3:28])[CH:6]=[C:7]([C:9]([F:12])([F:11])[F:10])[CH:8]=1.[Br:31][C:32]1[CH:33]=[CH:34][C:35]([O:41][CH3:42])=[C:36](B(O)O)[CH:37]=1.C(=O)([O-])[O-].[Na+].[Na+].C1(C)C=CC=CC=1.